Dataset: Forward reaction prediction with 1.9M reactions from USPTO patents (1976-2016). Task: Predict the product of the given reaction. Given the reactants [Cl-].[Mg+2:2].[Cl-].[C:4]([OH:10])(=[O:9])[CH2:5][C:6]([OH:8])=[O:7].C[K], predict the reaction product. The product is: [C:4]([O-:10])(=[O:9])[CH2:5][C:6]([O-:8])=[O:7].[CH2:5]([Mg+2:2])[CH3:6].